This data is from Forward reaction prediction with 1.9M reactions from USPTO patents (1976-2016). The task is: Predict the product of the given reaction. (1) Given the reactants [C:1]([O:5][C:6]([NH:8][C@H:9]([C:25]([O-:27])=[O:26])[CH2:10][C:11]1[CH:16]=[CH:15][C:14](OS(C(F)(F)F)(=O)=O)=[CH:13][CH:12]=1)=[O:7])([CH3:4])([CH3:3])[CH3:2].CC1(C)C(C)(C)OB([C:36]2[CH2:37][CH2:38][N:39]([C:42]([O:44][C:45]([CH3:48])([CH3:47])[CH3:46])=[O:43])[CH2:40][CH:41]=2)O1.[C:50](=O)([O-])[O-].[K+].[K+], predict the reaction product. The product is: [C:1]([O:5][C:6]([NH:8][C@H:9]([C:25]([O:27][CH3:50])=[O:26])[CH2:10][C:11]1[CH:16]=[CH:15][C:14]([C:36]2[CH2:41][CH2:40][N:39]([C:42]([O:44][C:45]([CH3:48])([CH3:47])[CH3:46])=[O:43])[CH2:38][CH:37]=2)=[CH:13][CH:12]=1)=[O:7])([CH3:4])([CH3:3])[CH3:2]. (2) Given the reactants [CH2:1]([O:3][C:4](=[O:17])[CH2:5][CH2:6][C:7]1[CH:12]=[CH:11][C:10]([OH:13])=[C:9]([O:14][CH2:15][CH3:16])[CH:8]=1)[CH3:2].Cl[CH2:19][C:20]1[C:21]([CH3:36])=[N:22][C:23]([C:26]2[CH:31]=[CH:30][C:29]([C:32]([F:35])([F:34])[F:33])=[CH:28][CH:27]=2)=[CH:24][CH:25]=1, predict the reaction product. The product is: [CH2:1]([O:3][C:4](=[O:17])[CH2:5][CH2:6][C:7]1[CH:12]=[CH:11][C:10]([O:13][CH2:19][C:20]2[C:21]([CH3:36])=[N:22][C:23]([C:26]3[CH:27]=[CH:28][C:29]([C:32]([F:35])([F:33])[F:34])=[CH:30][CH:31]=3)=[CH:24][CH:25]=2)=[C:9]([O:14][CH2:15][CH3:16])[CH:8]=1)[CH3:2]. (3) Given the reactants [NH2:1][CH2:2][CH2:3][CH2:4][CH2:5][CH2:6][CH2:7][NH2:8].[C:9](=[O:11])=[O:10], predict the reaction product. The product is: [C:9](=[O:11])([OH:10])[NH2:1].[NH2:1][CH2:2][CH2:3][CH2:4][CH2:5][CH2:6][CH2:7][NH2:8]. (4) Given the reactants Cl.Cl.[NH:3]1[C:11]2[C:6](=[CH:7][CH:8]=[CH:9][CH:10]=2)[C:5]([CH:12]2[CH2:17][CH2:16][CH:15]([NH:18][CH:19]([CH:23]3[CH2:28][CH2:27][NH:26][CH2:25][CH2:24]3)[C:20]([NH2:22])=[O:21])[CH2:14][CH2:13]2)=[CH:4]1.[C:29](O)(=[O:38])/[CH:30]=[CH:31]/[C:32]1[CH:37]=[CH:36][CH:35]=[CH:34][CH:33]=1, predict the reaction product. The product is: [NH:3]1[C:11]2[C:6](=[CH:7][CH:8]=[CH:9][CH:10]=2)[C:5]([CH:12]2[CH2:17][CH2:16][CH:15]([NH:18][CH:19]([CH:23]3[CH2:24][CH2:25][N:26]([C:29](=[O:38])/[CH:30]=[CH:31]/[C:32]4[CH:37]=[CH:36][CH:35]=[CH:34][CH:33]=4)[CH2:27][CH2:28]3)[C:20]([NH2:22])=[O:21])[CH2:14][CH2:13]2)=[CH:4]1. (5) Given the reactants [F:1][C:2]([F:10])([F:9])[CH:3]([OH:8])[C:4]([F:7])([F:6])[F:5].Cl[C:12](Cl)([O:14]C(=O)OC(Cl)(Cl)Cl)Cl.C(N(CC)C(C)C)(C)C.[Cl:32][C:33]1[CH:38]=[CH:37][C:36]([CH:39]([C:47]2[CH:52]=[CH:51][C:50]([Cl:53])=[CH:49][CH:48]=2)[N:40]2[CH2:45][CH2:44][NH:43][CH2:42][CH:41]2[CH3:46])=[CH:35][CH:34]=1, predict the reaction product. The product is: [Cl:53][C:50]1[CH:49]=[CH:48][C:47]([CH:39]([C:36]2[CH:35]=[CH:34][C:33]([Cl:32])=[CH:38][CH:37]=2)[N:40]2[CH2:45][CH2:44][N:43]([C:12]([O:8][CH:3]([C:4]([F:7])([F:6])[F:5])[C:2]([F:10])([F:9])[F:1])=[O:14])[CH2:42][CH:41]2[CH3:46])=[CH:52][CH:51]=1. (6) Given the reactants [C:1]1([S:7]([N:10]2[C:14]3=[N:15][CH:16]=[C:17]([CH:19]4[CH2:23][O:22][C:21]([CH3:25])([CH3:24])[O:20]4)[CH:18]=[C:13]3[CH:12]=[C:11]2[C:26](=[O:33])[CH2:27][CH:28]2[CH2:32][CH2:31][CH2:30][CH2:29]2)(=[O:9])=[O:8])[CH:6]=[CH:5][CH:4]=[CH:3][CH:2]=1.C[Si]([N-][Si](C)(C)C)(C)C.[Li+].[C:44]1([CH3:64])[CH:49]=[CH:48][C:47]([S:50](O[S:50]([C:47]2[CH:48]=[CH:49][C:44]([CH3:64])=[CH:45][CH:46]=2)(=[O:52])=[O:51])(=[O:52])=[O:51])=[CH:46][CH:45]=1, predict the reaction product. The product is: [C:1]1([S:7]([N:10]2[C:14]3=[N:15][CH:16]=[C:17]([CH:19]4[CH2:23][O:22][C:21]([CH3:24])([CH3:25])[O:20]4)[CH:18]=[C:13]3[CH:12]=[C:11]2[C:26]([O:33][S:50]([C:47]2[CH:48]=[CH:49][C:44]([CH3:64])=[CH:45][CH:46]=2)(=[O:52])=[O:51])=[CH:27][CH:28]2[CH2:32][CH2:31][CH2:30][CH2:29]2)(=[O:9])=[O:8])[CH:2]=[CH:3][CH:4]=[CH:5][CH:6]=1. (7) Given the reactants [Cl:1][C:2]1[C:7]([N+:8]([O-:10])=[O:9])=[CH:6][CH:5]=[C:4]([Cl:11])[C:3]=1[S:12](Cl)(=[O:14])=[O:13].[NH:16]1[CH2:21][CH2:20][S:19][CH2:18][CH2:17]1.C(N(CC)CC)C, predict the reaction product. The product is: [Cl:1][C:2]1[C:7]([N+:8]([O-:10])=[O:9])=[CH:6][CH:5]=[C:4]([Cl:11])[C:3]=1[S:12]([N:16]1[CH2:21][CH2:20][S:19][CH2:18][CH2:17]1)(=[O:14])=[O:13].